Dataset: NCI-60 drug combinations with 297,098 pairs across 59 cell lines. Task: Regression. Given two drug SMILES strings and cell line genomic features, predict the synergy score measuring deviation from expected non-interaction effect. (1) Drug 1: C1CC(=O)NC(=O)C1N2CC3=C(C2=O)C=CC=C3N. Drug 2: CC12CCC3C(C1CCC2O)C(CC4=C3C=CC(=C4)O)CCCCCCCCCS(=O)CCCC(C(F)(F)F)(F)F. Cell line: BT-549. Synergy scores: CSS=1.60, Synergy_ZIP=-1.68, Synergy_Bliss=-2.11, Synergy_Loewe=-2.74, Synergy_HSA=-2.66. (2) Cell line: NCI-H322M. Drug 2: C1=NC2=C(N1)C(=S)N=CN2. Drug 1: CN1CCC(CC1)COC2=C(C=C3C(=C2)N=CN=C3NC4=C(C=C(C=C4)Br)F)OC. Synergy scores: CSS=32.6, Synergy_ZIP=-11.0, Synergy_Bliss=-18.2, Synergy_Loewe=-18.2, Synergy_HSA=-14.7. (3) Drug 1: CCC1=CC2CC(C3=C(CN(C2)C1)C4=CC=CC=C4N3)(C5=C(C=C6C(=C5)C78CCN9C7C(C=CC9)(C(C(C8N6C)(C(=O)OC)O)OC(=O)C)CC)OC)C(=O)OC.C(C(C(=O)O)O)(C(=O)O)O. Drug 2: CC(C)CN1C=NC2=C1C3=CC=CC=C3N=C2N. Cell line: SN12C. Synergy scores: CSS=39.2, Synergy_ZIP=1.11, Synergy_Bliss=0.00727, Synergy_Loewe=-12.3, Synergy_HSA=0.225. (4) Drug 1: C1=CC(=CC=C1CCCC(=O)O)N(CCCl)CCCl. Drug 2: C1=CC=C(C(=C1)C(C2=CC=C(C=C2)Cl)C(Cl)Cl)Cl. Cell line: HT29. Synergy scores: CSS=21.1, Synergy_ZIP=2.26, Synergy_Bliss=6.39, Synergy_Loewe=0.718, Synergy_HSA=5.74. (5) Drug 1: CC1=C(C(=O)C2=C(C1=O)N3CC4C(C3(C2COC(=O)N)OC)N4)N. Drug 2: C1C(C(OC1N2C=NC3=C2NC=NCC3O)CO)O. Cell line: CAKI-1. Synergy scores: CSS=-8.04, Synergy_ZIP=2.08, Synergy_Bliss=-1.82, Synergy_Loewe=-5.07, Synergy_HSA=-5.09. (6) Drug 1: CC1C(C(=O)NC(C(=O)N2CCCC2C(=O)N(CC(=O)N(C(C(=O)O1)C(C)C)C)C)C(C)C)NC(=O)C3=C4C(=C(C=C3)C)OC5=C(C(=O)C(=C(C5=N4)C(=O)NC6C(OC(=O)C(N(C(=O)CN(C(=O)C7CCCN7C(=O)C(NC6=O)C(C)C)C)C)C(C)C)C)N)C. Drug 2: CCCCC(=O)OCC(=O)C1(CC(C2=C(C1)C(=C3C(=C2O)C(=O)C4=C(C3=O)C=CC=C4OC)O)OC5CC(C(C(O5)C)O)NC(=O)C(F)(F)F)O. Cell line: OVCAR-5. Synergy scores: CSS=46.6, Synergy_ZIP=21.5, Synergy_Bliss=21.0, Synergy_Loewe=19.3, Synergy_HSA=19.8. (7) Drug 1: CS(=O)(=O)C1=CC(=C(C=C1)C(=O)NC2=CC(=C(C=C2)Cl)C3=CC=CC=N3)Cl. Drug 2: CC1=C(C=C(C=C1)NC2=NC=CC(=N2)N(C)C3=CC4=NN(C(=C4C=C3)C)C)S(=O)(=O)N.Cl. Cell line: U251. Synergy scores: CSS=35.4, Synergy_ZIP=6.69, Synergy_Bliss=13.0, Synergy_Loewe=14.7, Synergy_HSA=15.3. (8) Drug 1: CC1C(C(=O)NC(C(=O)N2CCCC2C(=O)N(CC(=O)N(C(C(=O)O1)C(C)C)C)C)C(C)C)NC(=O)C3=C4C(=C(C=C3)C)OC5=C(C(=O)C(=C(C5=N4)C(=O)NC6C(OC(=O)C(N(C(=O)CN(C(=O)C7CCCN7C(=O)C(NC6=O)C(C)C)C)C)C(C)C)C)N)C. Drug 2: CC1CCC2CC(C(=CC=CC=CC(CC(C(=O)C(C(C(=CC(C(=O)CC(OC(=O)C3CCCCN3C(=O)C(=O)C1(O2)O)C(C)CC4CCC(C(C4)OC)OCCO)C)C)O)OC)C)C)C)OC. Cell line: SK-MEL-5. Synergy scores: CSS=14.3, Synergy_ZIP=8.18, Synergy_Bliss=9.25, Synergy_Loewe=4.71, Synergy_HSA=4.74. (9) Drug 1: C1=NC2=C(N1)C(=S)N=C(N2)N. Drug 2: CC1C(C(=O)NC(C(=O)N2CCCC2C(=O)N(CC(=O)N(C(C(=O)O1)C(C)C)C)C)C(C)C)NC(=O)C3=C4C(=C(C=C3)C)OC5=C(C(=O)C(=C(C5=N4)C(=O)NC6C(OC(=O)C(N(C(=O)CN(C(=O)C7CCCN7C(=O)C(NC6=O)C(C)C)C)C)C(C)C)C)N)C. Cell line: OVCAR-5. Synergy scores: CSS=32.9, Synergy_ZIP=0.636, Synergy_Bliss=1.67, Synergy_Loewe=1.18, Synergy_HSA=1.25.